From a dataset of Reaction yield outcomes from USPTO patents with 853,638 reactions. Predict the reaction yield, written as a fraction of the theoretical maximum amount of product (1.0 means a 100% yield; for example, 0.34 means a 34% yield). (1) The reactants are [CH2:1]([O:8][N:9]1[C:15](=[O:16])[N:14]2[CH2:17][C@H:10]1[C:11]([CH2:21][CH2:22][N+:23]([O-])=O)=[CH:12][C@H:13]2[C:18]([NH2:20])=[O:19])[C:2]1[CH:7]=[CH:6][CH:5]=[CH:4][CH:3]=1.[C:26]([OH:29])(=[O:28])C.CCN([CH:36]([CH3:38])[CH3:37])C(C)C.[CH2:39](O)C. The catalyst is C(Cl)Cl.[Zn]. The product is [CH2:1]([O:8][N:9]1[C:15](=[O:16])[N:14]2[CH2:17][C@H:10]1[C:11]([CH2:21][CH2:22][NH:23][C:26](=[O:28])[O:29][C:36]([CH3:38])([CH3:39])[CH3:37])=[CH:12][C@H:13]2[C:18](=[O:19])[NH2:20])[C:2]1[CH:7]=[CH:6][CH:5]=[CH:4][CH:3]=1. The yield is 0.610. (2) The reactants are Cl[C:2]([O:4][CH2:5][CH3:6])=[O:3].[F:7][C:8]([F:18])([F:17])[O:9][C:10]1[CH:16]=[CH:15][CH:14]=[CH:13][C:11]=1[NH2:12].C(=O)([O-])[O-].[Na+].[Na+].O1CCOCC1. The catalyst is O. The product is [F:7][C:8]([F:17])([F:18])[O:9][C:10]1[CH:16]=[CH:15][CH:14]=[CH:13][C:11]=1[NH:12][C:2](=[O:3])[O:4][CH2:5][CH3:6]. The yield is 0.840. (3) The reactants are [OH:1][CH2:2][C:3]1[CH:16]=[CH:15][C:14]2[O:13][C:12]3[C:7]4=[C:8]([C:17](=[O:20])[NH:18][N:19]=[C:6]4[C:5]=2[CH:4]=1)[CH:9]=[CH:10][CH:11]=3.[CH3:21][N:22]([CH3:27])[CH2:23][C:24](O)=[O:25].C(Cl)CCl. The catalyst is CN(C=O)C.CN(C1C=CN=CC=1)C. The product is [O:20]=[C:17]1[C:8]2[CH:9]=[CH:10][CH:11]=[C:12]3[O:13][C:14]4[CH:15]=[CH:16][C:3]([CH2:2][O:1][C:24](=[O:25])[CH2:23][N:22]([CH3:27])[CH3:21])=[CH:4][C:5]=4[C:6]([C:7]=23)=[N:19][NH:18]1. The yield is 0.300. (4) The reactants are [C:1]([O:5][C:6]([NH:8][CH:9]1[CH2:14][CH2:13][CH2:12][CH:11]([C:15](O)=[O:16])[CH2:10]1)=[O:7])([CH3:4])([CH3:3])[CH3:2].C(N(CC)CC)C.ClC(OCC)=O.[BH4-].[Na+]. The catalyst is O1CCCC1.CO. The product is [OH:16][CH2:15][CH:11]1[CH2:12][CH2:13][CH2:14][CH:9]([NH:8][C:6](=[O:7])[O:5][C:1]([CH3:3])([CH3:2])[CH3:4])[CH2:10]1. The yield is 0.920. (5) The reactants are [I:1][C:2](I)(CC)[CH2:3]C.C(=O)([O-])[O-].[K+].[K+].[Si:14]([O:21][C@@H:22]1[N:28]([C:29]([O:31][CH2:32][CH:33]=[CH2:34])=[O:30])[C:27]2[CH:35]=[C:36]([OH:41])[C:37]([O:39][CH3:40])=[CH:38][C:26]=2[C:25](=[O:42])[N:24]2[CH:43]=[C:44]([CH3:46])[CH2:45][C@@H:23]12)([C:17]([CH3:20])([CH3:19])[CH3:18])([CH3:16])[CH3:15].[CH3:47][C:48]([CH3:50])=O. No catalyst specified. The product is [Si:14]([O:21][C@@H:22]1[N:28]([C:29]([O:31][CH2:32][CH:33]=[CH2:34])=[O:30])[C:27]2[CH:35]=[C:36]([O:41][CH2:47][CH2:48][CH2:50][CH2:3][CH2:2][I:1])[C:37]([O:39][CH3:40])=[CH:38][C:26]=2[C:25](=[O:42])[N:24]2[CH:43]=[C:44]([CH3:46])[CH2:45][C@@H:23]12)([C:17]([CH3:18])([CH3:19])[CH3:20])([CH3:15])[CH3:16]. The yield is 0.900. (6) The reactants are CS(C)=O.C(Cl)(=O)C(Cl)=O.C(=O)=O.CC(C)=O.[OH:18][CH2:19][C@@H:20]1[CH2:24][C:23]([CH3:25])=[CH:22][N:21]1[C:26]([C:28]1[CH:33]=[C:32]([O:34][CH3:35])[C:31]([O:36][Si:37]([CH:44]([CH3:46])[CH3:45])([CH:41]([CH3:43])[CH3:42])[CH:38]([CH3:40])[CH3:39])=[CH:30][C:29]=1[NH:47][C:48](=[O:53])[O:49][CH2:50][CH:51]=[CH2:52])=[O:27].C(N(CC)CC)C. The catalyst is ClCCl. The product is [OH:18][C@@H:19]1[N:47]([C:48]([O:49][CH2:50][CH:51]=[CH2:52])=[O:53])[C:29]2[CH:30]=[C:31]([O:36][Si:37]([CH:41]([CH3:42])[CH3:43])([CH:44]([CH3:45])[CH3:46])[CH:38]([CH3:39])[CH3:40])[C:32]([O:34][CH3:35])=[CH:33][C:28]=2[C:26](=[O:27])[N:21]2[CH:22]=[C:23]([CH3:25])[CH2:24][C@@H:20]12. The yield is 0.660.